Dataset: Reaction yield outcomes from USPTO patents with 853,638 reactions. Task: Predict the reaction yield, written as a fraction of the theoretical maximum amount of product (1.0 means a 100% yield; for example, 0.34 means a 34% yield). (1) The reactants are C([O-])(O)=O.[Na+].[CH3:6][O:7][C:8](=[O:27])/[CH:9]=[CH:10]/[C:11]1[CH:16]=[CH:15][CH:14]=[CH:13][C:12]=1[S:17]([CH2:20][C:21]1[CH:26]=[CH:25][CH:24]=[CH:23][CH:22]=1)(=[O:19])=[O:18]. The catalyst is O1CCOCC1. The product is [CH3:6][O:7][C:8](=[O:27])[CH2:9][CH:10]1[CH:20]([C:21]2[CH:26]=[CH:25][CH:24]=[CH:23][CH:22]=2)[S:17](=[O:18])(=[O:19])[C:12]2[CH:13]=[CH:14][CH:15]=[CH:16][C:11]1=2. The yield is 0.780. (2) The reactants are [F:1][C:2]1[CH:26]=[CH:25][C:24]([CH2:27][C:28]2[C:37]3[C:32](=[CH:33][CH:34]=[CH:35][CH:36]=3)[C:31](=[O:38])[NH:30][N:29]=2)=[CH:23][C:3]=1[C:4]([N:6]1[CH2:11][CH2:10][N:9]2[C:12]([C:19]([F:22])([F:21])[F:20])=[N:13][C:14]([C:15]([O:17]C)=[O:16])=[C:8]2[CH2:7]1)=[O:5].[OH-].[Na+].Cl. The catalyst is O1CCCC1.CO.O. The product is [F:1][C:2]1[CH:26]=[CH:25][C:24]([CH2:27][C:28]2[C:37]3[C:32](=[CH:33][CH:34]=[CH:35][CH:36]=3)[C:31](=[O:38])[NH:30][N:29]=2)=[CH:23][C:3]=1[C:4]([N:6]1[CH2:11][CH2:10][N:9]2[C:12]([C:19]([F:20])([F:21])[F:22])=[N:13][C:14]([C:15]([OH:17])=[O:16])=[C:8]2[CH2:7]1)=[O:5]. The yield is 0.344.